Predict the product of the given reaction. From a dataset of Forward reaction prediction with 1.9M reactions from USPTO patents (1976-2016). (1) Given the reactants [N+:1]([C:4]1[CH:16]=[CH:15][C:14]2[C:13]3[C:8](=[CH:9][CH:10]=[CH:11][CH:12]=3)[CH2:7][C:6]=2[CH:5]=1)([O-:3])=[O:2].[Cl:17][C:18]1[CH:35]=[CH:34][C:21]([CH2:22][N:23]2[C:31]3[C:26](=[CH:27][CH:28]=[CH:29][CH:30]=3)[C:25]([CH:32]=O)=[CH:24]2)=[CH:20][CH:19]=1, predict the reaction product. The product is: [Cl:17][C:18]1[CH:19]=[CH:20][C:21]([CH2:22][N:23]2[C:31]3[C:26](=[CH:27][CH:28]=[CH:29][CH:30]=3)[C:25]([CH:32]=[C:7]3[C:6]4[CH:5]=[C:4]([N+:1]([O-:3])=[O:2])[CH:16]=[CH:15][C:14]=4[C:13]4[C:8]3=[CH:9][CH:10]=[CH:11][CH:12]=4)=[CH:24]2)=[CH:34][CH:35]=1. (2) Given the reactants Br[C:2]1[C:7]([Cl:8])=[CH:6][C:5]([OH:9])=[C:4]([Cl:10])[CH:3]=1.[B:11]1([B:11]2[O:15][C:14]([CH3:17])([CH3:16])[C:13]([CH3:19])([CH3:18])[O:12]2)[O:15][C:14]([CH3:17])([CH3:16])[C:13]([CH3:19])([CH3:18])[O:12]1, predict the reaction product. The product is: [Cl:10][C:4]1[CH:3]=[C:2]([B:11]2[O:15][C:14]([CH3:17])([CH3:16])[C:13]([CH3:19])([CH3:18])[O:12]2)[C:7]([Cl:8])=[CH:6][C:5]=1[OH:9]. (3) Given the reactants [Cl:1][C:2]1[C:11]([C:12]([OH:14])=O)=[C:10]([CH:15]([F:17])[F:16])[C:9]2[C:4](=[N:5][C:6]([CH3:18])=[CH:7][CH:8]=2)[N:3]=1.C(Cl)(=O)C(Cl)=O.[C:25]1(=[O:32])[CH2:30][CH2:29][CH2:28][C:27](=[O:31])[CH2:26]1.Cl, predict the reaction product. The product is: [Cl:1][C:2]1[C:11]([C:12]([CH:26]2[C:27](=[O:31])[CH2:28][CH2:29][CH2:30][C:25]2=[O:32])=[O:14])=[C:10]([CH:15]([F:17])[F:16])[C:9]2[C:4](=[N:5][C:6]([CH3:18])=[CH:7][CH:8]=2)[N:3]=1. (4) Given the reactants COC(C1C=C(O)C2C(=C(OCC3C=CC=CC=3)C=C(C#CCOCC3C=CC=CC=3)C=2)N=1)=O.C([O:42][C:43]([C:45]1[CH:54]=[C:53]([O:55]CC2C=CC=CC=2)[C:52]2[C:47](=[C:48]([C:63]#[C:64][CH2:65][CH2:66][CH2:67][CH3:68])[CH:49]=[CH:50][CH:51]=2)[N:46]=1)=[O:44])C1C=CC=CC=1, predict the reaction product. The product is: [CH2:63]([C:48]1[CH:49]=[CH:50][CH:51]=[C:52]2[C:47]=1[N:46]=[C:45]([C:43]([OH:44])=[O:42])[CH:54]=[C:53]2[OH:55])[CH2:64][CH2:65][CH2:66][CH2:67][CH3:68]. (5) Given the reactants [Si:1]([O:8][C:9]1[CH:25]=[CH:24][C:12]([CH2:13][C:14]2[C:15]([O:17][C:18](=O)C=2C(C)C)=[O:16])=[CH:11][CH:10]=1)([C:4]([CH3:7])([CH3:6])[CH3:5])([CH3:3])[CH3:2].C[Si](C=[N+]=[N-])(C)C.[CH3:33][CH2:34][CH2:35]CCC.CCCCCC.[C:45]([O:48][CH2:49]C)(=[O:47])[CH3:46], predict the reaction product. The product is: [Si:1]([O:8][C:9]1[CH:10]=[CH:11][C:12]([CH2:13]/[C:14](=[C:46](\[CH:34]([CH3:35])[CH3:33])/[C:45]([O:48][CH3:49])=[O:47])/[C:15]([O:17][CH3:18])=[O:16])=[CH:24][CH:25]=1)([C:4]([CH3:5])([CH3:6])[CH3:7])([CH3:3])[CH3:2].